Task: Predict the reactants needed to synthesize the given product.. Dataset: Full USPTO retrosynthesis dataset with 1.9M reactions from patents (1976-2016) (1) Given the product [F:1][C:2]1[CH:7]=[CH:6][C:5]([C:11]2([OH:10])[CH2:15][CH2:14][N:13]([C:16]([O:18][C:19]([CH3:21])([CH3:20])[CH3:22])=[O:17])[CH2:12]2)=[CH:4][CH:3]=1, predict the reactants needed to synthesize it. The reactants are: [F:1][C:2]1[CH:7]=[CH:6][C:5]([Mg]Br)=[CH:4][CH:3]=1.[O:10]=[C:11]1[CH2:15][CH2:14][N:13]([C:16]([O:18][C:19]([CH3:22])([CH3:21])[CH3:20])=[O:17])[CH2:12]1. (2) Given the product [Br:23][C:21]1[CH:20]=[CH:19][C:18]([O:24][CH2:25][C:26]2[CH:27]=[CH:28][C:29]([Cl:32])=[CH:30][CH:31]=2)=[C:17]([C:12]2[N:11]([C:9]3[CH:8]=[N:7][CH:6]=[C:5]([CH:10]=3)[C:4]([OH:33])=[O:3])[C:15]([CH3:16])=[CH:14][CH:13]=2)[CH:22]=1, predict the reactants needed to synthesize it. The reactants are: C([O:3][C:4](=[O:33])[C:5]1[CH:10]=[C:9]([N:11]2[C:15]([CH3:16])=[CH:14][CH:13]=[C:12]2[C:17]2[CH:22]=[C:21]([Br:23])[CH:20]=[CH:19][C:18]=2[O:24][CH2:25][C:26]2[CH:31]=[CH:30][C:29]([Cl:32])=[CH:28][CH:27]=2)[CH:8]=[N:7][CH:6]=1)C.[OH-].[Na+].CCO. (3) The reactants are: [CH3:1][O:2][CH2:3][CH2:4][CH2:5][N:6]1[C:14]2[C:9](=[CH:10][CH:11]=[C:12]([CH2:15][C@H:16]([CH:19]([CH3:21])[CH3:20])[CH2:17]O)[CH:13]=2)[CH:8]=[N:7]1.C1C=CC(P(C2C=CC=CC=2)C2C=CC=CC=2)=CC=1.C1C(=O)N([Br:48])C(=O)C1. Given the product [Br:48][CH2:17][C@@H:16]([CH:19]([CH3:21])[CH3:20])[CH2:15][C:12]1[CH:13]=[C:14]2[C:9]([CH:8]=[N:7][N:6]2[CH2:5][CH2:4][CH2:3][O:2][CH3:1])=[CH:10][CH:11]=1, predict the reactants needed to synthesize it. (4) Given the product [CH2:36]([N:3]([CH2:1][CH3:2])[CH2:4][CH2:5][CH2:6][NH:7][C:8]1[N:9]=[C:10]([C:27]2[CH:28]=[C:29]([CH:33]=[CH:34][CH:35]=2)[C:30]([NH:39][CH3:38])=[O:31])[C:11]2[CH:17]=[CH:16][C:15](=[O:18])[N:14]([C:19]3[C:20]([F:26])=[CH:21][CH:22]=[CH:23][C:24]=3[F:25])[C:12]=2[N:13]=1)[CH3:37], predict the reactants needed to synthesize it. The reactants are: [CH2:1]([N:3]([CH2:36][CH3:37])[CH2:4][CH2:5][CH2:6][NH:7][C:8]1[N:9]=[C:10]([C:27]2[CH:28]=[C:29]([CH:33]=[CH:34][CH:35]=2)[C:30](O)=[O:31])[C:11]2[CH:17]=[CH:16][C:15](=[O:18])[N:14]([C:19]3[C:24]([F:25])=[CH:23][CH:22]=[CH:21][C:20]=3[F:26])[C:12]=2[N:13]=1)[CH3:2].[CH3:38][N:39](C(ON1N=NC2C=CC=CC1=2)=[N+](C)C)C.F[P-](F)(F)(F)(F)F.C(N(CC)CC)C.CN. (5) Given the product [C:1]([O:5][C:6](=[O:7])[NH:8][C@@H:9]1[C@H:14]([OH:15])[CH2:13][CH2:12][NH:11][CH2:10]1)([CH3:4])([CH3:2])[CH3:3], predict the reactants needed to synthesize it. The reactants are: [C:1]([O:5][C:6]([NH:8][C@@H:9]1[C@H:14]([OH:15])[CH2:13][CH2:12][N:11](C(OCC2C=CC=CC=2)=O)[CH2:10]1)=[O:7])([CH3:4])([CH3:3])[CH3:2]. (6) The reactants are: [CH2:1]([O:4][CH:5]1[CH2:20][CH:9]2[CH2:10][O:11][C:12]3[C:17]([C:8]2([S:21]([C:24]2[CH:29]=[CH:28][C:27]([Cl:30])=[CH:26][CH:25]=2)(=[O:23])=[O:22])[CH2:7][CH2:6]1)=[C:16]([F:18])[CH:15]=[CH:14][C:13]=3[F:19])[CH:2]=C.[O:31]=[O+][O-].[BH4-].[Na+]. Given the product [Cl:30][C:27]1[CH:26]=[CH:25][C:24]([S:21]([C:8]23[CH2:7][CH2:6][CH:5]([O:4][CH2:1][CH2:2][OH:31])[CH2:20][CH:9]2[CH2:10][O:11][C:12]2[C:17]3=[C:16]([F:18])[CH:15]=[CH:14][C:13]=2[F:19])(=[O:23])=[O:22])=[CH:29][CH:28]=1, predict the reactants needed to synthesize it. (7) Given the product [ClH:19].[N+:1]([O-:3])([O:4][CH:5]1[CH2:10][CH2:9][NH:8][CH2:7][CH2:6]1)=[O:2], predict the reactants needed to synthesize it. The reactants are: [N+:1]([O:4][CH:5]1[CH2:10][CH2:9][N:8](C(OC(C)(C)C)=O)[CH2:7][CH2:6]1)([O-:3])=[O:2].C(Cl)[Cl:19].